This data is from Catalyst prediction with 721,799 reactions and 888 catalyst types from USPTO. The task is: Predict which catalyst facilitates the given reaction. (1) Reactant: CC1NN=C(N(C2C=CC=CC=2)C2C=NC=C(N)N=2)C=1.[CH3:21][C:22]1[N:26]=[N:25][C:24]([NH:34][C:35]2[CH:40]=[N:39][CH:38]=[C:37]([NH:41][C:42]3[CH:47]=[CH:46][CH:45]=[CH:44][CH:43]=3)[N:36]=2)(C(OC(C)(C)C)=O)[CH:23]=1.Cl. Product: [CH3:21][C:22]1[NH:26][N:25]=[C:24]([NH:34][C:35]2[CH:40]=[N:39][CH:38]=[C:37]([NH:41][C:42]3[CH:43]=[CH:44][CH:45]=[CH:46][CH:47]=3)[N:36]=2)[CH:23]=1. The catalyst class is: 269. (2) Reactant: [CH2:1]([O:8][C:9]([N:11]1[CH2:16][CH2:15][CH:14]([C:17]2[NH:18][CH:19]=[C:20]([C:22]3[CH:27]=[CH:26][C:25]([F:28])=[C:24]([C:29]([F:32])([F:31])[F:30])[CH:23]=3)[N:21]=2)[CH2:13][CH2:12]1)=[O:10])[C:2]1[CH:7]=[CH:6][CH:5]=[CH:4][CH:3]=1.[H-].[Na+].[C:35]([O:39][C:40]([N:42]1[CH2:46][CH2:45][CH:44](OS(C)(=O)=O)[CH2:43]1)=[O:41])([CH3:38])([CH3:37])[CH3:36]. Product: [C:35]([O:39][C:40]([N:42]1[CH2:46][CH2:45][CH:44]([N:18]2[CH:19]=[C:20]([C:22]3[CH:27]=[CH:26][C:25]([F:28])=[C:24]([C:29]([F:32])([F:30])[F:31])[CH:23]=3)[N:21]=[C:17]2[CH:14]2[CH2:13][CH2:12][N:11]([C:9]([O:8][CH2:1][C:2]3[CH:7]=[CH:6][CH:5]=[CH:4][CH:3]=3)=[O:10])[CH2:16][CH2:15]2)[CH2:43]1)=[O:41])([CH3:38])([CH3:36])[CH3:37]. The catalyst class is: 3. (3) Reactant: [Br:1][C:2]1[CH:7]=[CH:6][C:5]([Br:8])=[CH:4][C:3]=1I.[CH:10]1[C:19]2[C:14](=[CH:15][CH:16]=[CH:17][CH:18]=2)[CH:13]=[CH:12][C:11]=1B(O)O. Product: [Br:1][C:2]1[CH:7]=[CH:6][C:5]([Br:8])=[CH:4][C:3]=1[C:12]1[CH:11]=[CH:10][C:19]2[C:14](=[CH:15][CH:16]=[CH:17][CH:18]=2)[CH:13]=1. The catalyst class is: 73.